Task: Predict the reaction yield, written as a fraction of the theoretical maximum amount of product (1.0 means a 100% yield; for example, 0.34 means a 34% yield).. Dataset: Reaction yield outcomes from USPTO patents with 853,638 reactions The reactants are I[C:2]1[CH:3]=[C:4]([C:8]2[CH:25]=[CH:24][C:23]3[C:22]4[C:17](=[CH:18][CH:19]=[CH:20][CH:21]=4)[C:16]4[C:11](=[CH:12][CH:13]=[CH:14][CH:15]=4)[C:10]=3[CH:9]=2)[CH:5]=[CH:6][CH:7]=1.[Br:26][C:27]1[CH:39]=[CH:38][C:37]2[C:36]3[C:31](=[CH:32][CH:33]=[CH:34][CH:35]=3)[NH:30][C:29]=2[CH:28]=1.C1(N)CCCCC1N. The catalyst is CC1C=CC=CC=1C.[Cu]I. The product is [Br:26][C:27]1[CH:39]=[CH:38][C:37]2[C:36]3[C:31](=[CH:32][CH:33]=[CH:34][CH:35]=3)[N:30]([C:6]3[CH:7]=[CH:2][CH:3]=[C:4]([C:8]4[CH:25]=[CH:24][C:23]5[C:22]6[C:17](=[CH:18][CH:19]=[CH:20][CH:21]=6)[C:16]6[C:11](=[CH:12][CH:13]=[CH:14][CH:15]=6)[C:10]=5[CH:9]=4)[CH:5]=3)[C:29]=2[CH:28]=1. The yield is 0.332.